Dataset: Full USPTO retrosynthesis dataset with 1.9M reactions from patents (1976-2016). Task: Predict the reactants needed to synthesize the given product. (1) The reactants are: C(C1C=C(O)C(=O)NN=1)C.C([O:18][C:19]1[CH:20]=[C:21]([N:33]([CH2:35][CH3:36])[CH3:34])[N:22]=[N:23][C:24]=1[O:25]CC1C=CC=CC=1)C1C=CC=CC=1. Given the product [CH2:35]([N:33]([CH3:34])[C:21]1[CH:20]=[C:19]([OH:18])[C:24](=[O:25])[NH:23][N:22]=1)[CH3:36], predict the reactants needed to synthesize it. (2) Given the product [Cl:10][C:6]1[N:5]=[CH:4][CH:3]=[C:2]([N:12]2[CH2:13][CH2:14][N:15]3[C:23]4[CH2:22][CH2:21][CH2:20][CH2:19][C:18]=4[CH:17]=[C:16]3[C:11]2=[O:24])[C:7]=1[CH:8]=[O:9], predict the reactants needed to synthesize it. The reactants are: Br[C:2]1[C:7]([CH:8]=[O:9])=[C:6]([Cl:10])[N:5]=[CH:4][CH:3]=1.[C:11]1(=[O:24])[C:16]2=[CH:17][C:18]3[CH2:19][CH2:20][CH2:21][CH2:22][C:23]=3[N:15]2[CH2:14][CH2:13][NH:12]1.CC1(C)C2C(=C(P(C3C=CC=CC=3)C3C=CC=CC=3)C=CC=2)OC2C(P(C3C=CC=CC=3)C3C=CC=CC=3)=CC=CC1=2.C([O-])([O-])=O.[Cs+].[Cs+]. (3) Given the product [CH3:1][C:2]1[S:6][C:5]([C:7]([O:9][CH3:10])=[O:8])=[CH:4][CH:3]=1, predict the reactants needed to synthesize it. The reactants are: [CH3:1][C:2]1[S:6][C:5]([C:7]([OH:9])=[O:8])=[CH:4][CH:3]=1.[C:10](=O)([O-])[O-].[K+].[K+].CI.C(OCC)C. (4) Given the product [Cl:28][C:29]1[CH:30]=[C:31]([C@@H:39]([CH2:43][CH:44]2[CH2:48][CH2:47][CH2:46][CH2:45]2)[C:40]([NH:49][C:50]2[CH:55]=[CH:54][CH:53]=[CH:52][N:51]=2)=[O:42])[CH:32]=[CH:33][C:34]=1[S:35]([CH3:38])(=[O:36])=[O:37], predict the reactants needed to synthesize it. The reactants are: C1(P(C2C=CC=CC=2)C2C=CC=CC=2)C=CC=CC=1.BrN1C(=O)CCC1=O.[Cl:28][C:29]1[CH:30]=[C:31]([C@@H:39]([CH2:43][CH:44]2[CH2:48][CH2:47][CH2:46][CH2:45]2)[C:40]([OH:42])=O)[CH:32]=[CH:33][C:34]=1[S:35]([CH3:38])(=[O:37])=[O:36].[NH2:49][C:50]1[CH:55]=[CH:54][CH:53]=[CH:52][N:51]=1.N1C=CC=CC=1.